This data is from Reaction yield outcomes from USPTO patents with 853,638 reactions. The task is: Predict the reaction yield, written as a fraction of the theoretical maximum amount of product (1.0 means a 100% yield; for example, 0.34 means a 34% yield). (1) The reactants are [CH3:1][C:2]1([CH3:9])[C:6]([CH3:8])([CH3:7])[O:5][BH:4][O:3]1.[C:10]1([S:16]([C:19]2[CH:20]=[C:21]([CH:39]=[CH2:40])[C:22]3[O:31][C:30]4[CH2:29][CH2:28][N:27]([C:32]([O:34][C:35]([CH3:38])([CH3:37])[CH3:36])=[O:33])[CH2:26][C:25]=4[C:23]=3[CH:24]=2)(=[O:18])=[O:17])[CH:15]=[CH:14][CH:13]=[CH:12][CH:11]=1. The catalyst is ClCCl.O. The product is [C:10]1([S:16]([C:19]2[CH:20]=[C:21]([CH2:39][CH2:40][B:4]3[O:5][C:6]([CH3:8])([CH3:7])[C:2]([CH3:9])([CH3:1])[O:3]3)[C:22]3[O:31][C:30]4[CH2:29][CH2:28][N:27]([C:32]([O:34][C:35]([CH3:37])([CH3:36])[CH3:38])=[O:33])[CH2:26][C:25]=4[C:23]=3[CH:24]=2)(=[O:18])=[O:17])[CH:11]=[CH:12][CH:13]=[CH:14][CH:15]=1. The yield is 0.550. (2) The product is [CH:18]([Si:21]([CH:25]([CH3:27])[CH3:26])([CH:22]([CH3:24])[CH3:23])[O:1][CH2:2][CH2:3][NH:4][C:5]1[C:10]([C:11]#[N:12])=[CH:9][N:8]=[CH:7][CH:6]=1)([CH3:20])[CH3:19]. The reactants are [OH:1][CH2:2][CH2:3][NH:4][C:5]1[C:10]([C:11]#[N:12])=[CH:9][N:8]=[CH:7][CH:6]=1.N1C=CN=C1.[CH:18]([Si:21](Cl)([CH:25]([CH3:27])[CH3:26])[CH:22]([CH3:24])[CH3:23])([CH3:20])[CH3:19]. The yield is 0.770. The catalyst is CN(C=O)C. (3) The catalyst is C(Cl)(Cl)Cl.O. The yield is 0.471. The reactants are [I:1][C:2]1[CH:11]=[C:10]2[C:5]([CH:6]=[CH:7][CH:8]=[N+:9]2[O-])=[N:4][CH:3]=1.C1(C)C=CC(S(Cl)(=O)=[O:20])=CC=1.C(=O)([O-])[O-].[K+].[K+]. The product is [I:1][C:2]1[CH:11]=[C:10]2[C:5]([CH:6]=[CH:7][C:8](=[O:20])[NH:9]2)=[N:4][CH:3]=1.